From a dataset of Catalyst prediction with 721,799 reactions and 888 catalyst types from USPTO. Predict which catalyst facilitates the given reaction. (1) Reactant: [C:1]([O:5][C:6]([N:8]1[CH2:11][CH:10]([O:12][C:13]2[CH:14]=[CH:15][C:16]3[O:21][CH2:20][C:19](=S)[N:18]([CH:23]([C:25](OCC)=[O:26])[CH3:24])[C:17]=3[CH:30]=2)[CH2:9]1)=[O:7])([CH3:4])([CH3:3])[CH3:2].O.[NH2:32][NH2:33]. Product: [C:1]([O:5][C:6]([N:8]1[CH2:9][CH:10]([O:12][C:13]2[CH:30]=[C:17]3[C:16](=[CH:15][CH:14]=2)[O:21][CH2:20][C:19]2[N:18]3[CH:23]([CH3:24])[C:25](=[O:26])[NH:32][N:33]=2)[CH2:11]1)=[O:7])([CH3:3])([CH3:2])[CH3:4]. The catalyst class is: 14. (2) Reactant: [F:1][C:2]1[CH:3]=[C:4]([C:24]([F:27])([F:26])[F:25])[N:5]2[CH2:22][CH2:21][N:20]([CH3:23])[C:7]3([CH2:12][CH2:11][N:10](C(OC(C)(C)C)=O)[CH2:9][CH2:8]3)[C:6]=12.[ClH:28]. Product: [ClH:28].[ClH:28].[F:1][C:2]1[CH:3]=[C:4]([C:24]([F:26])([F:25])[F:27])[N:5]2[CH2:22][CH2:21][N:20]([CH3:23])[C:7]3([CH2:8][CH2:9][NH:10][CH2:11][CH2:12]3)[C:6]=12. The catalyst class is: 135. (3) Reactant: [C:1]([C:3]1[CH:11]=[CH:10][C:6]([C:7]([OH:9])=[O:8])=[C:5]([F:12])[CH:4]=1)#[N:2].[CH3:13][CH2:14]O.Cl.C(N=C=NCCCN(C)C)C.ON1C2C=CC=CC=2N=N1.CCN(C(C)C)C(C)C. Product: [CH2:13]([O:8][C:7](=[O:9])[C:6]1[CH:10]=[CH:11][C:3]([C:1]#[N:2])=[CH:4][C:5]=1[F:12])[CH3:14]. The catalyst class is: 25. (4) Reactant: [CH3:1][O:2][C:3]1[CH:25]=[CH:24][C:6]([CH2:7][N:8]2[C:12]3[N:13]([C@@H:19]([CH3:23])[CH2:20][O:21][CH3:22])[CH2:14][CH2:15][CH2:16][C:17](=O)[C:11]=3[CH:10]=[N:9]2)=[CH:5][CH:4]=1.[F:26][C:27]1[CH:28]=[N:29][C:30]([NH:33][C:34]([NH2:36])=[S:35])=[N:31][CH:32]=1.II. Product: [F:26][C:27]1[CH:28]=[N:29][C:30]([NH:33][C:34]2[S:35][C:16]3[CH2:15][CH2:14][N:13]([C@@H:19]([CH3:23])[CH2:20][O:21][CH3:22])[C:12]4[N:8]([CH2:7][C:6]5[CH:5]=[CH:4][C:3]([O:2][CH3:1])=[CH:25][CH:24]=5)[N:9]=[CH:10][C:11]=4[C:17]=3[N:36]=2)=[N:31][CH:32]=1. The catalyst class is: 436. (5) Reactant: [O:1]1[CH:5]=[CH:4][C:3]([C:6]([OH:8])=O)=[N:2]1.C(N(CC)CC)C.CN(C(ON1N=NC2C=CC=NC1=2)=[N+](C)C)C.F[P-](F)(F)(F)(F)F.[NH2:40][CH2:41][CH2:42][C@@H:43]([C:45]1[N:50]=[C:49]2[N:51]([CH3:60])[C:52](=[O:59])[N:53]([CH2:54][C:55]([CH3:58])([CH3:57])[CH3:56])[C:48]2=[CH:47][CH:46]=1)[CH3:44]. Product: [CH3:57][C:55]([CH3:56])([CH3:58])[CH2:54][N:53]1[C:48]2[C:49](=[N:50][C:45]([C@H:43]([CH3:44])[CH2:42][CH2:41][NH:40][C:6]([C:3]3[CH:4]=[CH:5][O:1][N:2]=3)=[O:8])=[CH:46][CH:47]=2)[N:51]([CH3:60])[C:52]1=[O:59]. The catalyst class is: 4.